This data is from NCI-60 drug combinations with 297,098 pairs across 59 cell lines. The task is: Regression. Given two drug SMILES strings and cell line genomic features, predict the synergy score measuring deviation from expected non-interaction effect. (1) Drug 1: CNC(=O)C1=CC=CC=C1SC2=CC3=C(C=C2)C(=NN3)C=CC4=CC=CC=N4. Drug 2: B(C(CC(C)C)NC(=O)C(CC1=CC=CC=C1)NC(=O)C2=NC=CN=C2)(O)O. Cell line: U251. Synergy scores: CSS=12.5, Synergy_ZIP=-5.94, Synergy_Bliss=-7.38, Synergy_Loewe=-0.267, Synergy_HSA=-2.33. (2) Cell line: BT-549. Drug 1: C1=C(C(=O)NC(=O)N1)F. Synergy scores: CSS=27.1, Synergy_ZIP=-5.09, Synergy_Bliss=-6.80, Synergy_Loewe=-8.48, Synergy_HSA=-8.40. Drug 2: CC(C)CN1C=NC2=C1C3=CC=CC=C3N=C2N. (3) Drug 1: CC12CCC3C(C1CCC2=O)CC(=C)C4=CC(=O)C=CC34C. Drug 2: C(CCl)NC(=O)N(CCCl)N=O. Cell line: CCRF-CEM. Synergy scores: CSS=45.6, Synergy_ZIP=-0.833, Synergy_Bliss=3.39, Synergy_Loewe=-2.53, Synergy_HSA=1.57.